This data is from Catalyst prediction with 721,799 reactions and 888 catalyst types from USPTO. The task is: Predict which catalyst facilitates the given reaction. (1) The catalyst class is: 4. Product: [CH2:26]([N:13]1[CH:12]=[N:11][C:10]2[C:14]1=[N:15][C:16]([NH:18][C@H:19]1[CH2:20][CH2:21][C@H:22]([OH:25])[CH2:23][CH2:24]1)=[N:17][C:9]=2[NH:8][C:5]1[CH:6]=[CH:7][C:2]([NH:1][S:29]([CH3:28])(=[O:31])=[O:30])=[CH:3][CH:4]=1)[CH3:27]. Reactant: [NH2:1][C:2]1[CH:7]=[CH:6][C:5]([NH:8][C:9]2[N:17]=[C:16]([NH:18][C@H:19]3[CH2:24][CH2:23][C@H:22]([OH:25])[CH2:21][CH2:20]3)[N:15]=[C:14]3[C:10]=2[N:11]=[CH:12][N:13]3[CH2:26][CH3:27])=[CH:4][CH:3]=1.[CH3:28][S:29](Cl)(=[O:31])=[O:30]. (2) Reactant: C([N:8]1[CH2:12][C@H:11]([C:13]2[CH:18]=[CH:17][CH:16]=[C:15]([C:19]([F:22])([F:21])[F:20])[C:14]=2[C:23]([O:25][CH:26]([CH3:28])[CH3:27])=[O:24])[C@H:10]([C:29]([O:31][CH3:32])=[O:30])[CH2:9]1)C1C=CC=CC=1.[C:41](O[C:41]([O:43][C:44]([CH3:47])([CH3:46])[CH3:45])=[O:42])([O:43][C:44]([CH3:47])([CH3:46])[CH3:45])=[O:42].[H][H]. Product: [CH:26]([O:25][C:23]([C:14]1[C:15]([C:19]([F:20])([F:21])[F:22])=[CH:16][CH:17]=[CH:18][C:13]=1[C@H:11]1[CH2:12][N:8]([C:41]([O:43][C:44]([CH3:45])([CH3:46])[CH3:47])=[O:42])[CH2:9][C@H:10]1[C:29]([O:31][CH3:32])=[O:30])=[O:24])([CH3:28])[CH3:27]. The catalyst class is: 29. (3) Reactant: [CH3:1][N:2]1[CH2:7][CH2:6][CH:5]([O:8][CH:9]2[C:18]3[CH:19]=[CH:20][CH:21]=[CH:22][C:17]=3[CH2:16][CH2:15][N:14]3[C:10]2=[N:11][C:12]([C:26]2[CH:31]=[CH:30][CH:29]=[CH:28][CH:27]=2)=[C:13]3[C:23](N)=[O:24])[CH2:4][CH2:3]1.[OH-:32].[Na+].Cl. Product: [CH3:1][N:2]1[CH2:7][CH2:6][CH:5]([O:8][CH:9]2[C:18]3[CH:19]=[CH:20][CH:21]=[CH:22][C:17]=3[CH2:16][CH2:15][N:14]3[C:10]2=[N:11][C:12]([C:26]2[CH:31]=[CH:30][CH:29]=[CH:28][CH:27]=2)=[C:13]3[C:23]([OH:24])=[O:32])[CH2:4][CH2:3]1. The catalyst class is: 6. (4) Reactant: [F:1][C:2]([F:40])([F:39])[C@H:3]([N:26]1[CH2:30][CH2:29][C@H:28]([NH:31][C:32](=[O:38])[O:33][C:34]([CH3:37])([CH3:36])[CH3:35])[CH2:27]1)[C:4]1[CH:5]=[N:6][C:7]([NH:10]/[N:11]=[CH:12]/[C:13]2[CH:22]=[CH:21][C:20]3[C:15](=[CH:16][C:17]([O:24][CH3:25])=[C:18]([CH3:23])[CH:19]=3)[N:14]=2)=[CH:8][CH:9]=1.C(O)(=O)C.C(O)(=O)C.I(C1C=CC=CC=1)=O. Product: [F:40][C:2]([F:39])([F:1])[C@H:3]([N:26]1[CH2:30][CH2:29][C@H:28]([NH:31][C:32](=[O:38])[O:33][C:34]([CH3:36])([CH3:37])[CH3:35])[CH2:27]1)[C:4]1[CH:9]=[CH:8][C:7]2[N:6]([C:12]([C:13]3[CH:22]=[CH:21][C:20]4[C:15](=[CH:16][C:17]([O:24][CH3:25])=[C:18]([CH3:23])[CH:19]=4)[N:14]=3)=[N:11][N:10]=2)[CH:5]=1. The catalyst class is: 2. (5) Reactant: [Cl:1][C:2]1[CH:9]=[C:8]([OH:10])[CH:7]=[C:6]([Cl:11])[C:3]=1[CH:4]=[O:5].C1(P(C2C=CC=CC=2)C2C=CC=CC=2)C=CC=CC=1.[CH3:31][C:32]1([CH3:39])[O:36][CH:35]([CH2:37]O)[CH2:34][O:33]1.N(C(OCC)=O)=NC(OCC)=O. Product: [Cl:1][C:2]1[CH:9]=[C:8]([O:10][CH2:37][CH:35]2[CH2:34][O:33][C:32]([CH3:39])([CH3:31])[O:36]2)[CH:7]=[C:6]([Cl:11])[C:3]=1[CH:4]=[O:5]. The catalyst class is: 7. (6) Reactant: [CH3:1][C:2]1[O:3][CH:4]=[CH:5][C:6]=1[CH3:7].C([Li])CCC.[C:13]([C:15]1[CH:20]=[CH:19][CH:18]=[CH:17][N:16]=1)#N.Cl.C([O:24]CC)C. Product: [CH3:7][C:6]1[CH:5]=[C:4]([C:13]([C:15]2[CH:20]=[CH:19][CH:18]=[CH:17][N:16]=2)=[O:24])[O:3][C:2]=1[CH3:1]. The catalyst class is: 81. (7) Reactant: [CH3:1][O:2][CH2:3][C@H:4]([CH3:32])[O:5][C:6]1[CH:7]=[C:8]([CH:19]=[C:20]([C:22]2[NH:23][C:24]([C:27]3[S:28][CH:29]=[CH:30][N:31]=3)=[CH:25][CH:26]=2)[CH:21]=1)[O:9][C:10]1[N:11]=[CH:12][C:13]([C:16](O)=[O:17])=[N:14][CH:15]=1.[CH3:33][N:34]1[CH2:39][CH2:38][NH:37][CH2:36][CH2:35]1.CN(C(ON1N=NC2C=CC=NC1=2)=[N+](C)C)C.F[P-](F)(F)(F)(F)F.C(N(CC)C(C)C)(C)C. Product: [CH3:1][O:2][CH2:3][C@H:4]([CH3:32])[O:5][C:6]1[CH:7]=[C:8]([CH:19]=[C:20]([C:22]2[NH:23][C:24]([C:27]3[S:28][CH:29]=[CH:30][N:31]=3)=[CH:25][CH:26]=2)[CH:21]=1)[O:9][C:10]1[CH:15]=[N:14][C:13]([C:16]([N:37]2[CH2:38][CH2:39][N:34]([CH3:33])[CH2:35][CH2:36]2)=[O:17])=[CH:12][N:11]=1. The catalyst class is: 30. (8) Reactant: C(OC([N:8]([CH2:35][C:36]1[CH:37]=[C:38]([CH:52]=[CH:53][CH:54]=1)[C:39]([O:41][CH2:42][O:43]/[N:44]=[N+:45](\[O-:51])/[N:46]([CH2:49][CH3:50])[CH2:47][CH3:48])=[O:40])[S:9]([C:12]1[CH:17]=[C:16]([C:18]([NH:20][N:21]2[C:29]3[C:24](=[CH:25][C:26]([N+:30]([O-:32])=[O:31])=[CH:27][CH:28]=3)[CH2:23][CH:22]2[CH3:33])=[O:19])[CH:15]=[CH:14][C:13]=1[Cl:34])(=[O:11])=[O:10])=O)(C)(C)C.Cl.O. Product: [Cl:34][C:13]1[CH:14]=[CH:15][C:16]([C:18](=[O:19])[NH:20][N:21]2[C:29]3[C:24](=[CH:25][C:26]([N+:30]([O-:32])=[O:31])=[CH:27][CH:28]=3)[CH2:23][CH:22]2[CH3:33])=[CH:17][C:12]=1[S:9]([NH:8][CH2:35][C:36]1[CH:37]=[C:38]([CH:52]=[CH:53][CH:54]=1)[C:39]([O:41][CH2:42][O:43]/[N:44]=[N+:45](\[O-:51])/[N:46]([CH2:47][CH3:48])[CH2:49][CH3:50])=[O:40])(=[O:10])=[O:11]. The catalyst class is: 12.